From a dataset of Forward reaction prediction with 1.9M reactions from USPTO patents (1976-2016). Predict the product of the given reaction. (1) Given the reactants Br[C:2]1[CH:7]=[CH:6][CH:5]=[C:4]([CH:8]([OH:15])[CH2:9][CH2:10][CH2:11][CH2:12][CH2:13][CH3:14])[CH:3]=1.[CH:16]([C:18]1[CH:23]=[CH:22][C:21](B(O)O)=[CH:20][CH:19]=1)=[O:17].[F-].[K+], predict the reaction product. The product is: [OH:15][CH:8]([C:4]1[CH:3]=[C:2]([C:21]2[CH:22]=[CH:23][C:18]([CH:16]=[O:17])=[CH:19][CH:20]=2)[CH:7]=[CH:6][CH:5]=1)[CH2:9][CH2:10][CH2:11][CH2:12][CH2:13][CH3:14]. (2) Given the reactants [CH3:1][C:2]1([CH3:24])[CH2:8][CH2:7][CH2:6][N:5]([C:9]2[CH:14]=[CH:13][CH:12]=[CH:11][CH:10]=2)[C:4](=[O:15])[CH:3]1[NH:16]C(=O)OC(C)(C)C.Cl, predict the reaction product. The product is: [NH2:16][CH:3]1[C:2]([CH3:24])([CH3:1])[CH2:8][CH2:7][CH2:6][N:5]([C:9]2[CH:14]=[CH:13][CH:12]=[CH:11][CH:10]=2)[C:4]1=[O:15]. (3) Given the reactants C(OC([N:8]1[CH2:17][CH2:16][C:15]2[NH:14][N:13]=[C:12]([C:18]3[CH:23]=[CH:22][C:21]([Cl:24])=[CH:20][CH:19]=3)[C:11]=2[CH2:10][CH2:9]1)=O)(C)(C)C.[F:25][C:26]1[CH:33]=[C:32]([F:34])[CH:31]=[C:30]([F:35])[C:27]=1[CH2:28]Cl, predict the reaction product. The product is: [Cl:24][C:21]1[CH:20]=[CH:19][C:18]([C:12]2[C:11]3[CH2:10][CH2:9][NH:8][CH2:17][CH2:16][C:15]=3[N:14]([CH2:28][C:27]3[C:26]([F:25])=[CH:33][C:32]([F:34])=[CH:31][C:30]=3[F:35])[N:13]=2)=[CH:23][CH:22]=1. (4) The product is: [CH3:1][N:2]1[CH2:7][CH2:6][CH:5]([CH2:8][CH2:9][CH2:10][CH2:11][NH2:12])[CH2:4][CH2:3]1. Given the reactants [CH3:1][N:2]1[CH2:7][CH2:6][CH:5]([CH2:8][CH2:9][CH2:10][CH2:11][N:12]2C(=O)C3C(=CC=CC=3)C2=O)[CH2:4][CH2:3]1.O.NN, predict the reaction product. (5) Given the reactants Br[C:2]1[CH:7]=[C:6]([O:8][C:9]2[CH:14]=[CH:13][C:12]([Cl:15])=[CH:11][C:10]=2[O:16][CH3:17])[C:5]([Cl:18])=[CH:4][C:3]=1[F:19].[C:20](OCC)(=[O:26])[C:21]([O:23][CH2:24][CH3:25])=[O:22], predict the reaction product. The product is: [Cl:18][C:5]1[C:6]([O:8][C:9]2[CH:14]=[CH:13][C:12]([Cl:15])=[CH:11][C:10]=2[O:16][CH3:17])=[CH:7][C:2]([C:20](=[O:26])[C:21]([O:23][CH2:24][CH3:25])=[O:22])=[C:3]([F:19])[CH:4]=1. (6) Given the reactants [Si:1]([O:8][C@H:9]1[CH2:18][C:17]([CH3:20])([CH3:19])[CH2:16][C:15]2[N:14]=[C:13]([CH:21]([CH3:23])[CH3:22])[C:12]([CH:24]=[O:25])=[C:11]([I:26])[C:10]1=2)([C:4]([CH3:7])([CH3:6])[CH3:5])([CH3:3])[CH3:2].Br[C:28]1[S:29][C:30]([C:33]([F:36])([F:35])[F:34])=[CH:31][CH:32]=1, predict the reaction product. The product is: [Si:1]([O:8][C@H:9]1[CH2:18][C:17]([CH3:19])([CH3:20])[CH2:16][C:15]2[N:14]=[C:13]([CH:21]([CH3:22])[CH3:23])[C:12]([C@H:24]([C:28]3[S:29][C:30]([C:33]([F:36])([F:35])[F:34])=[CH:31][CH:32]=3)[OH:25])=[C:11]([I:26])[C:10]1=2)([C:4]([CH3:5])([CH3:6])[CH3:7])([CH3:3])[CH3:2]. (7) Given the reactants [C:1]([O:5][C:6]([NH:8][CH2:9][C@@H:10]([CH3:14])[C:11](O)=[O:12])=[O:7])([CH3:4])([CH3:3])[CH3:2].C[N:16](C)CCCN=C=NCC.ON1C(=O)CCC1=O.[OH-].[NH4+].Cl, predict the reaction product. The product is: [C:1]([O:5][C:6](=[O:7])[NH:8][CH2:9][C@H:10]([C:11](=[O:12])[NH2:16])[CH3:14])([CH3:4])([CH3:3])[CH3:2]. (8) Given the reactants [CH2:1]([C:3]1[N:13]([C:14]2[CH:19]=[CH:18][C:17]([CH2:20][CH2:21][N:22]=[N+]=[N-])=[CH:16][CH:15]=2)[C:6]2=[N:7][C:8]([CH3:12])=[CH:9][C:10]([CH3:11])=[C:5]2[N:4]=1)[CH3:2], predict the reaction product. The product is: [CH2:1]([C:3]1[N:13]([C:14]2[CH:15]=[CH:16][C:17]([CH2:20][CH2:21][NH2:22])=[CH:18][CH:19]=2)[C:6]2=[N:7][C:8]([CH3:12])=[CH:9][C:10]([CH3:11])=[C:5]2[N:4]=1)[CH3:2]. (9) Given the reactants [N:1]([CH2:4][CH3:5])=[C:2]=[O:3].[F:6][C:7]([F:25])([F:24])[C:8]1[CH:9]=[C:10]([S:14]([N:17]2[CH2:21][CH2:20][C@H:19]([O:22][NH2:23])[CH2:18]2)(=[O:16])=[O:15])[CH:11]=[CH:12][CH:13]=1.N1C=CC=CC=1, predict the reaction product. The product is: [CH2:4]([NH:1][C:2]([NH:23][O:22][C@H:19]1[CH2:20][CH2:21][N:17]([S:14]([C:10]2[CH:11]=[CH:12][CH:13]=[C:8]([C:7]([F:25])([F:6])[F:24])[CH:9]=2)(=[O:15])=[O:16])[CH2:18]1)=[O:3])[CH3:5]. (10) Given the reactants [Cl:1][C:2]1[CH:7]=[CH:6][C:5]([N:8]2[CH2:17][C:16]3[C:12]4=[C:13]([C:21](=[O:25])[N:22]([CH3:24])[CH:23]=[C:11]4[C:10]4[CH:26]=[C:27]([CH2:30][S:31]([CH3:34])(=[O:33])=[O:32])[CH:28]=[CH:29][C:9]2=4)[NH:14][C:15]=3[C:18]([NH2:20])=O)=[CH:4][CH:3]=1.C(N(CC)CC)C, predict the reaction product. The product is: [Cl:1][C:2]1[CH:7]=[CH:6][C:5]([N:8]2[CH2:17][C:16]3[C:12]4=[C:13]([C:21](=[O:25])[N:22]([CH3:24])[CH:23]=[C:11]4[C:10]4[CH:26]=[C:27]([CH2:30][S:31]([CH3:34])(=[O:33])=[O:32])[CH:28]=[CH:29][C:9]2=4)[NH:14][C:15]=3[C:18]#[N:20])=[CH:4][CH:3]=1.